From a dataset of Catalyst prediction with 721,799 reactions and 888 catalyst types from USPTO. Predict which catalyst facilitates the given reaction. (1) Reactant: [NH2:1][C:2]1[CH:10]=[CH:9][C:8]([Cl:11])=[CH:7][C:3]=1[C:4]([OH:6])=[O:5].Cl[C:13](Cl)([O:15]C(=O)OC(Cl)(Cl)Cl)Cl. Product: [Cl:11][C:8]1[CH:9]=[CH:10][C:2]2[NH:1][C:13](=[O:15])[O:5][C:4](=[O:6])[C:3]=2[CH:7]=1. The catalyst class is: 26. (2) Reactant: [O:1]([CH2:8][CH2:9][C:10]([OH:12])=[O:11])[C:2]1[CH:7]=[CH:6][CH:5]=[CH:4][CH:3]=1.[CH3:13]O. Product: [O:1]([CH2:8][CH2:9][C:10]([O:12][CH3:13])=[O:11])[C:2]1[CH:7]=[CH:6][CH:5]=[CH:4][CH:3]=1. The catalyst class is: 82. (3) The catalyst class is: 14. Product: [CH3:10][C:9]1[C:20]([CH3:21])=[N:5][CH:6]=[CH:7][C:8]=1[CH2:13][CH2:12][NH2:11]. Reactant: ClCC([NH:5][C:6](C)(C)[CH2:7][C:8]1[CH:13]=[CH:12][N:11]=[CH:10][CH:9]=1)=O.NC(N)=S.[C:20](O)(=O)[CH3:21]. (4) Reactant: [CH2:1]([O:3][C:4](=[O:18])[CH:5]=[C:6]1[CH2:11][CH2:10][N:9]2[C:12](=[O:17])[O:13][C:14]([CH3:16])([CH3:15])[C@H:8]2[CH2:7]1)[CH3:2]. Product: [CH2:1]([O:3][C:4](=[O:18])[CH2:5][C@H:6]1[CH2:11][CH2:10][N:9]2[C:12](=[O:17])[O:13][C:14]([CH3:15])([CH3:16])[C@H:8]2[CH2:7]1)[CH3:2]. The catalyst class is: 105. (5) Reactant: [Cl:1][C:2]1[CH:7]=[CH:6][C:5]([CH:8]([C:10]2[S:14][CH:13]=[N:12][CH:11]=2)O)=[C:4]([O:15][CH3:16])[CH:3]=1.FC(F)(F)C(O)=O.C([SiH](CC)CC)C. Product: [Cl:1][C:2]1[CH:7]=[CH:6][C:5]([CH2:8][C:10]2[S:14][CH:13]=[N:12][CH:11]=2)=[C:4]([O:15][CH3:16])[CH:3]=1. The catalyst class is: 2. (6) Reactant: [C:1]([N:8]1[CH2:13][CH2:12][NH:11][CH2:10][CH2:9]1)([O:3]C(C)(C)C)=[O:2].C(N(C(C)C)CC)(C)C.[F:23][C:24]([F:35])([F:34])[C:25]1[CH:33]=[CH:32][CH:31]=[CH:30][C:26]=1[C:27](Cl)=[O:28]. Product: [F:23][C:24]([F:34])([F:35])[C:25]1[CH:33]=[CH:32][CH:31]=[CH:30][C:26]=1[C:27]([N:11]1[CH2:10][CH2:9][N:8]([C:1]([OH:3])=[O:2])[CH2:13][CH2:12]1)=[O:28]. The catalyst class is: 4. (7) Reactant: [Br-].[C:2]([CH2:5][CH2:6][CH2:7][CH2:8][P+](C1C=CC=CC=1)(C1C=CC=CC=1)C1C=CC=CC=1)([OH:4])=[O:3].CC(C)([O-])C.[K+].[F:34][C:35]([F:60])([CH2:56][CH2:57][CH2:58][CH3:59])[CH:36]([OH:55])[CH2:37][CH2:38][C@@H:39]1[C@@H:46]2[C@@H:42]([O:43][CH:44](O)[CH2:45]2)[CH2:41][C@H:40]1[O:48][CH:49]1[CH2:54][CH2:53][CH2:52][CH2:51][O:50]1. Product: [F:60][C:35]([F:34])([CH2:56][CH2:57][CH2:58][CH3:59])[CH:36]([OH:55])[CH2:37][CH2:38][C@H:39]1[C@H:40]([O:48][CH:49]2[CH2:54][CH2:53][CH2:52][CH2:51][O:50]2)[CH2:41][C@H:42]([OH:43])[C@@H:46]1[CH2:45]/[CH:44]=[CH:8]\[CH2:7][CH2:6][CH2:5][C:2]([OH:4])=[O:3]. The catalyst class is: 7. (8) Reactant: [Cl:1][C:2]1[N:7]=[C:6]([CH:8]2[CH2:16][C:15]3[C:10](=[CH:11][CH:12]=[CH:13][C:14]=3[F:17])[NH:9]2)[C:5]([OH:18])=[CH:4][CH:3]=1.[CH2:19]([O:21][C:22](=[O:25])[CH:23]=O)[CH3:20].S(O)(C)(=O)=O. Product: [Cl:1][C:2]1[CH:3]=[CH:4][C:5]2[O:18][CH:23]([C:22]([O:21][CH2:19][CH3:20])=[O:25])[N:9]3[C:10]4[CH:11]=[CH:12][CH:13]=[C:14]([F:17])[C:15]=4[CH2:16][CH:8]3[C:6]=2[N:7]=1. The catalyst class is: 20.